Dataset: Reaction yield outcomes from USPTO patents with 853,638 reactions. Task: Predict the reaction yield, written as a fraction of the theoretical maximum amount of product (1.0 means a 100% yield; for example, 0.34 means a 34% yield). The reactants are [CH3:1][O:2][CH2:3][CH2:4][O:5][C:6]1[CH:11]=[CH:10][N:9]2[C:12]([C:15]3[CH:24]=[CH:23][C:22]4[C:17](=[C:18]([OH:25])[CH:19]=[CH:20][CH:21]=4)[N:16]=3)=[CH:13][N:14]=[C:8]2[CH:7]=1.C(N(CC)CC)C.[F:33][C:34]([F:53])([F:52])[S:35](N(C1C=CC=CC=1)[S:35]([C:34]([F:53])([F:52])[F:33])(=[O:37])=[O:36])(=[O:37])=[O:36]. The catalyst is CN(C=O)C. The product is [F:33][C:34]([F:53])([F:52])[S:35]([O:25][C:18]1[CH:19]=[CH:20][CH:21]=[C:22]2[C:17]=1[N:16]=[C:15]([C:12]1[N:9]3[CH:10]=[CH:11][C:6]([O:5][CH2:4][CH2:3][O:2][CH3:1])=[CH:7][C:8]3=[N:14][CH:13]=1)[CH:24]=[CH:23]2)(=[O:37])=[O:36]. The yield is 0.740.